This data is from Forward reaction prediction with 1.9M reactions from USPTO patents (1976-2016). The task is: Predict the product of the given reaction. (1) Given the reactants [CH2:1]([O:3][C:4]([C:6]1[O:7][C:8]2[C:14]([CH3:15])=[CH:13][C:12]([C:16]([CH2:27][CH3:28])([C:19]3[CH:24]=[CH:23][C:22]([OH:25])=[C:21]([CH3:26])[CH:20]=3)[CH2:17][CH3:18])=[CH:11][C:9]=2[CH:10]=1)=[O:5])[CH3:2].Br[CH2:30][C:31](=[O:36])[C:32]([CH3:35])([CH3:34])[CH3:33].C([O-])([O-])=O.[K+].[K+], predict the reaction product. The product is: [CH2:1]([O:3][C:4]([C:6]1[O:7][C:8]2[C:14]([CH3:15])=[CH:13][C:12]([C:16]([C:19]3[CH:24]=[CH:23][C:22]([O:25][CH2:30][C:31](=[O:36])[C:32]([CH3:35])([CH3:34])[CH3:33])=[C:21]([CH3:26])[CH:20]=3)([CH2:27][CH3:28])[CH2:17][CH3:18])=[CH:11][C:9]=2[CH:10]=1)=[O:5])[CH3:2]. (2) Given the reactants FC(F)(F)S(O)(=O)=O.[Br:9][C:10]1[CH:11]=[C:12]([CH:15]=[CH:16][CH:17]=1)[C:13]#[N:14].[OH-].[Na+], predict the reaction product. The product is: [Br:9][C:10]1[CH:11]=[C:12]([C:13]2[N:14]=[C:13]([C:12]3[CH:15]=[CH:16][CH:17]=[C:10]([Br:9])[CH:11]=3)[N:14]=[C:13]([C:12]3[CH:15]=[CH:16][CH:17]=[C:10]([Br:9])[CH:11]=3)[N:14]=2)[CH:15]=[CH:16][CH:17]=1.